From a dataset of Forward reaction prediction with 1.9M reactions from USPTO patents (1976-2016). Predict the product of the given reaction. Given the reactants [CH3:1][O:2][C:3](=[O:14])[C:4]1[CH:9]=[CH:8][C:7]([N+:10]([O-:12])=[O:11])=[C:6]([OH:13])[CH:5]=1.C(=O)([O-])[O-].[Cs+].[Cs+].[F:21][CH:22]([F:24])I, predict the reaction product. The product is: [F:21][CH:22]([F:24])[O:13][C:6]1[CH:5]=[C:4]([CH:9]=[CH:8][C:7]=1[N+:10]([O-:12])=[O:11])[C:3]([O:2][CH3:1])=[O:14].